This data is from Catalyst prediction with 721,799 reactions and 888 catalyst types from USPTO. The task is: Predict which catalyst facilitates the given reaction. Reactant: [C:1]([O:5][C:6]([N:8]1[CH2:11][C:10](=O)[CH2:9]1)=[O:7])([CH3:4])([CH3:3])[CH3:2].Cl.[F:14][C@H:15]1[CH2:19][CH2:18][NH:17][CH2:16]1.C(O[BH-](OC(=O)C)OC(=O)C)(=O)C.[Na+]. Product: [C:1]([O:5][C:6]([N:8]1[CH2:11][CH:10]([N:17]2[CH2:18][CH2:19][C@H:15]([F:14])[CH2:16]2)[CH2:9]1)=[O:7])([CH3:4])([CH3:3])[CH3:2]. The catalyst class is: 26.